Dataset: Peptide-MHC class II binding affinity with 134,281 pairs from IEDB. Task: Regression. Given a peptide amino acid sequence and an MHC pseudo amino acid sequence, predict their binding affinity value. This is MHC class II binding data. (1) The peptide sequence is QNLARTISEAGQAMA. The MHC is DRB3_0202 with pseudo-sequence DRB3_0202. The binding affinity (normalized) is 0.483. (2) The peptide sequence is EPTAAPAEPEAPAPE. The MHC is DRB1_1201 with pseudo-sequence DRB1_1201. The binding affinity (normalized) is 0. (3) The peptide sequence is EKIRLRPGGKKK. The MHC is H-2-IAd with pseudo-sequence H-2-IAd. The binding affinity (normalized) is 0.0532. (4) The peptide sequence is ATSPTAEGGKATTEE. The MHC is DRB1_1101 with pseudo-sequence DRB1_1101. The binding affinity (normalized) is 0. (5) The peptide sequence is IASLFAAAGLAAAAP. The MHC is DRB1_1101 with pseudo-sequence DRB1_1101. The binding affinity (normalized) is 0.340. (6) The peptide sequence is TPTNASHIQSAVVCG. The MHC is HLA-DPA10301-DPB10402 with pseudo-sequence HLA-DPA10301-DPB10402. The binding affinity (normalized) is 0.0465. (7) The peptide sequence is AFILDGNNLFPKV. The MHC is DRB1_0401 with pseudo-sequence DRB1_0401. The binding affinity (normalized) is 0.945. (8) The peptide sequence is GELQIVDKIDLAFKI. The MHC is DRB1_1101 with pseudo-sequence DRB1_1101. The binding affinity (normalized) is 0.477.